From a dataset of Catalyst prediction with 721,799 reactions and 888 catalyst types from USPTO. Predict which catalyst facilitates the given reaction. (1) Product: [NH2:1][C:4]1[CH:5]=[CH:6][C:7]([C:10]([N:12]2[C@H:21]3[C@@H:16]([CH2:17][CH2:18][CH2:19][CH2:20]3)[CH2:15][CH2:14][CH2:13]2)=[O:11])=[CH:8][CH:9]=1. Reactant: [N+:1]([C:4]1[CH:9]=[CH:8][C:7]([C:10]([N:12]2[C@H:21]3[C@@H:16]([CH2:17][CH2:18][CH2:19][CH2:20]3)[CH2:15][CH2:14][CH2:13]2)=[O:11])=[CH:6][CH:5]=1)([O-])=O. The catalyst class is: 29. (2) Reactant: [N:1]1([CH2:15][C:16]2[N:20](C(OC(C)(C)C)=O)[C:19]3[CH:28]=[CH:29][CH:30]=[CH:31][C:18]=3[N:17]=2)[C@@H:14]2[C@@H:5]([CH2:6][CH2:7][C:8]3[C:13]2=[N:12][CH:11]=[CH:10][CH:9]=3)[CH2:4][CH2:3][CH2:2]1.FC(F)(F)C(O)=O. Product: [NH:17]1[C:18]2[CH:31]=[CH:30][CH:29]=[CH:28][C:19]=2[N:20]=[C:16]1[CH2:15][N:1]1[C@@H:14]2[C@@H:5]([CH2:6][CH2:7][C:8]3[C:13]2=[N:12][CH:11]=[CH:10][CH:9]=3)[CH2:4][CH2:3][CH2:2]1. The catalyst class is: 4. (3) Reactant: [CH3:1][CH:2]([CH2:22][CH2:23][CH3:24])[CH2:3][O:4][C:5]1[CH:10]=[CH:9][C:8]([C@@H:11]([NH:14][C:15](=[O:21])[O:16][C:17]([CH3:20])([CH3:19])[CH3:18])[CH:12]=O)=[CH:7][CH:6]=1.[CH3:25][N:26]1[CH2:31][CH2:30][NH:29][CH2:28][CH2:27]1.C(O[BH-](OC(=O)C)OC(=O)C)(=O)C.[Na+].C([O-])(O)=O.[Na+]. Product: [CH3:1][CH:2]([CH2:22][CH2:23][CH3:24])[CH2:3][O:4][C:5]1[CH:10]=[CH:9][C:8]([C@@H:11]([NH:14][C:15](=[O:21])[O:16][C:17]([CH3:20])([CH3:19])[CH3:18])[CH2:12][N:29]2[CH2:30][CH2:31][N:26]([CH3:25])[CH2:27][CH2:28]2)=[CH:7][CH:6]=1. The catalyst class is: 68. (4) Reactant: C(N(CC)C(C)C)(C)C.[S:10]1[C:14]2[CH:15]=[C:16]([C:19]3([C:22]4[N:26]5[N:27]=[C:28]([C:31]6[CH:39]=[CH:38][C:34]([C:35]([OH:37])=O)=[CH:33][CH:32]=6)[CH:29]=[N:30][C:25]5=[N:24][N:23]=4)[CH2:21][CH2:20]3)[CH:17]=[CH:18][C:13]=2[N:12]=[CH:11]1.Cl.[NH2:41][C@@H:42]([CH2:48][CH3:49])[C:43]([N:45]([CH3:47])[CH3:46])=[O:44].F[P-](F)(F)(F)(F)F.N1(O[P+](N(C)C)(N(C)C)N(C)C)C2C=CC=CC=2N=N1. Product: [S:10]1[C:14]2[CH:15]=[C:16]([C:19]3([C:22]4[N:26]5[N:27]=[C:28]([C:31]6[CH:39]=[CH:38][C:34]([C:35]([NH:41][C@H:42]([C:43]([N:45]([CH3:47])[CH3:46])=[O:44])[CH2:48][CH3:49])=[O:37])=[CH:33][CH:32]=6)[CH:29]=[N:30][C:25]5=[N:24][N:23]=4)[CH2:20][CH2:21]3)[CH:17]=[CH:18][C:13]=2[N:12]=[CH:11]1. The catalyst class is: 121.